Predict the product of the given reaction. From a dataset of Forward reaction prediction with 1.9M reactions from USPTO patents (1976-2016). (1) Given the reactants [Br:1][C:2]1[CH:7]=[CH:6][C:5]([S:8](Cl)(=[O:10])=[O:9])=[CH:4][CH:3]=1.[NH2:12][C:13]1[C:14]([CH3:19])=[N:15][N:16]([CH3:18])[CH:17]=1, predict the reaction product. The product is: [Br:1][C:2]1[CH:7]=[CH:6][C:5]([S:8]([NH:12][C:13]2[C:14]([CH3:19])=[N:15][N:16]([CH3:18])[CH:17]=2)(=[O:10])=[O:9])=[CH:4][CH:3]=1. (2) Given the reactants [N:1]1[CH:6]=[CH:5][C:4]([CH2:7][NH2:8])=[CH:3][CH:2]=1.[C:9](OC(=O)C)(=[O:11])[CH3:10].[I:16][CH3:17], predict the reaction product. The product is: [I-:16].[NH:8]([CH2:7][C:4]1[CH:5]=[CH:6][N+:1]([CH3:17])=[CH:2][CH:3]=1)[C:9]([CH3:10])=[O:11].